This data is from Catalyst prediction with 721,799 reactions and 888 catalyst types from USPTO. The task is: Predict which catalyst facilitates the given reaction. (1) Product: [O:17]=[C:13]1[C:14]2[C:9](=[CH:8][C:7]([CH2:6][CH:2]=[O:1])=[CH:16][CH:15]=2)[CH2:10][CH2:11][O:12]1. Reactant: [O:1]1CCO[CH:2]1[CH2:6][C:7]1[CH:8]=[C:9]2[C:14](=[CH:15][CH:16]=1)[C:13](=[O:17])[O:12][CH2:11][CH2:10]2.Cl.C(OCC)(=O)C. The catalyst class is: 12. (2) Reactant: [CH:1]1([O:6][C:7]2[CH:12]=[CH:11][C:10]([N+:13]([O-])=O)=[CH:9][N:8]=2)[CH2:5][CH2:4][CH2:3][CH2:2]1. Product: [CH:1]1([O:6][C:7]2[N:8]=[CH:9][C:10]([NH2:13])=[CH:11][CH:12]=2)[CH2:2][CH2:3][CH2:4][CH2:5]1. The catalyst class is: 19. (3) Reactant: [S:1]1[C:5]2=[N:6][CH:7]=[CH:8][CH:9]=[C:4]2[CH:3]=[CH:2]1.[Li][C:11](C)(C)[CH3:12].BrCC. Product: [CH2:11]([C:2]1[S:1][C:5]2=[N:6][CH:7]=[CH:8][CH:9]=[C:4]2[CH:3]=1)[CH3:12]. The catalyst class is: 49. (4) Reactant: [ClH:1].[CH3:2][O:3][C@H:4]1[C@:9]([O:16][CH3:17])([C:10]2[CH:15]=[CH:14][CH:13]=[CH:12][CH:11]=2)[CH2:8][CH2:7][N:6](C(OC(C)(C)C)=O)[CH2:5]1. Product: [ClH:1].[CH3:2][O:3][C@H:4]1[C@:9]([O:16][CH3:17])([C:10]2[CH:11]=[CH:12][CH:13]=[CH:14][CH:15]=2)[CH2:8][CH2:7][NH:6][CH2:5]1. The catalyst class is: 346. (5) Reactant: [CH3:1][C:2]1[CH:3]=[CH:4][C:5]([N:8]([C:16]([O:18][C:19]([CH3:22])([CH3:21])[CH3:20])=[O:17])[C:9]([O:11][C:12]([CH3:15])([CH3:14])[CH3:13])=[O:10])=[N:6][CH:7]=1.C1C(=O)N([Br:30])C(=O)C1.C(OOC(=O)C1C=CC=CC=1)(=O)C1C=CC=CC=1. Product: [C:12]([O:11][C:9]([N:8]([C:5]1[CH:4]=[CH:3][C:2]([CH2:1][Br:30])=[CH:7][N:6]=1)[C:16]([O:18][C:19]([CH3:22])([CH3:21])[CH3:20])=[O:17])=[O:10])([CH3:15])([CH3:13])[CH3:14]. The catalyst class is: 53. (6) Reactant: C(OC(=O)[NH:7][CH2:8][CH2:9][N:10]1[C:18]2[C:13](=[CH:14][C:15]([F:23])=[C:16]([C:19]([F:22])([F:21])[F:20])[CH:17]=2)[CH:12]=[C:11]1[C:24](=O)[CH3:25])(C)(C)C.FC(F)(F)C(O)=O.[OH-].[Na+]. Product: [F:23][C:15]1[C:16]([C:19]([F:22])([F:21])[F:20])=[CH:17][C:18]2[N:10]3[CH2:9][CH2:8][NH:7][CH:24]([CH3:25])[C:11]3=[CH:12][C:13]=2[CH:14]=1. The catalyst class is: 2.